Task: Regression. Given a peptide amino acid sequence and an MHC pseudo amino acid sequence, predict their binding affinity value. This is MHC class I binding data.. Dataset: Peptide-MHC class I binding affinity with 185,985 pairs from IEDB/IMGT (1) The peptide sequence is AIFQSSMTR. The MHC is HLA-A11:01 with pseudo-sequence HLA-A11:01. The binding affinity (normalized) is 0.744. (2) The peptide sequence is DTLKVCIGY. The binding affinity (normalized) is 0.0847. The MHC is HLA-B39:01 with pseudo-sequence HLA-B39:01. (3) The peptide sequence is YQAVVPLVY. The MHC is HLA-B42:01 with pseudo-sequence HLA-B42:01. The binding affinity (normalized) is 0. (4) The peptide sequence is KYKLKHIVW. The MHC is HLA-B40:01 with pseudo-sequence HLA-B40:01. The binding affinity (normalized) is 0.0110.